This data is from Full USPTO retrosynthesis dataset with 1.9M reactions from patents (1976-2016). The task is: Predict the reactants needed to synthesize the given product. (1) Given the product [Cl:21][C:12]1[CH:11]=[C:10]([C:9]2[O:22][C:2]3[CH:3]=[C:4]([O:23][CH2:24][C@@H:25]([NH:27][C:28](=[O:34])[CH3:35])[CH3:26])[N:5]=[CH:6][C:7]=3[N:8]=2)[CH:15]=[CH:14][C:13]=1[O:16][CH2:17][CH:18]1[CH2:19][CH2:20]1, predict the reactants needed to synthesize it. The reactants are: Cl[C:2]1[C:7]([NH:8][C:9](=[O:22])[C:10]2[CH:15]=[CH:14][C:13]([O:16][CH2:17][CH:18]3[CH2:20][CH2:19]3)=[C:12]([Cl:21])[CH:11]=2)=[CH:6][N:5]=[C:4]([O:23][CH2:24][C@@H:25]([NH:27][C:28](=[O:34])OC(C)(C)C)[CH3:26])[CH:3]=1.[C:35](=O)([O-])[O-].[K+].[K+].O. (2) Given the product [CH3:20][C:21]1[S:22][C:23]([C:29]2[CH:34]=[CH:33][C:32]([CH3:35])=[CH:31][CH:30]=2)=[C:24]([C:26]([N:3]2[CH2:4][C@@H:5]3[C@@H:1]([CH2:6]3)[C@H:2]2[CH2:7][NH:8][C:9]([C:11]2[CH:12]=[CH:13][CH:14]=[C:15]3[O:19][CH:18]=[CH:17][C:16]=23)=[O:10])=[O:27])[N:25]=1, predict the reactants needed to synthesize it. The reactants are: [C@@H:1]12[CH2:6][C@@H:5]1[CH2:4][NH:3][C@@H:2]2[CH2:7][NH:8][C:9]([C:11]1[CH:12]=[CH:13][CH:14]=[C:15]2[O:19][CH:18]=[CH:17][C:16]=12)=[O:10].[CH3:20][C:21]1[S:22][C:23]([C:29]2[CH:34]=[CH:33][C:32]([CH3:35])=[CH:31][CH:30]=2)=[C:24]([C:26](O)=[O:27])[N:25]=1. (3) The reactants are: [Cl:1][C:2]1[CH:3]=[C:4]2[C:8](=[CH:9][CH:10]=1)[NH:7][C:6](=[O:11])[CH2:5]2.[Li+].C[Si]([N-][Si](C)(C)C)(C)C.C1COCC1.[N:27]1([CH2:33][CH2:34][O:35][C:36]2[CH:37]=[C:38]3[C:42](=[CH:43][CH:44]=2)[C:41](=O)[O:40][CH2:39]3)[CH2:32][CH2:31][O:30][CH2:29][CH2:28]1.Cl.[OH-].[Na+]. Given the product [Cl:1][C:2]1[CH:3]=[C:4]2[C:8](=[CH:9][CH:10]=1)[NH:7][C:6](=[O:11])[C:5]2=[C:41]1[C:42]2[C:38](=[CH:37][C:36]([O:35][CH2:34][CH2:33][N:27]3[CH2:32][CH2:31][O:30][CH2:29][CH2:28]3)=[CH:44][CH:43]=2)[CH2:39][O:40]1, predict the reactants needed to synthesize it. (4) Given the product [Br:1][C:2]1[CH:3]=[CH:4][C:5]2[O:11][C:19]([C:20]([O:22][CH3:23])=[O:21])=[C:8]([CH3:9])[C:6]=2[CH:7]=1, predict the reactants needed to synthesize it. The reactants are: [Br:1][C:2]1[CH:3]=[CH:4][C:5]([OH:11])=[C:6]([C:8](=O)[CH3:9])[CH:7]=1.C(=O)([O-])[O-].[K+].[K+].Br[CH2:19][C:20]([O:22][CH3:23])=[O:21].